From a dataset of Full USPTO retrosynthesis dataset with 1.9M reactions from patents (1976-2016). Predict the reactants needed to synthesize the given product. (1) Given the product [CH2:1]([O:4][C:5]([N:7]1[CH2:12][CH:11]=[C:10]([C:13]2[C:14]([C:25]3[CH:30]=[CH:29][N:28]=[C:27]([NH:40][C@H:38]([C:32]4[CH:37]=[CH:36][CH:35]=[CH:34][CH:33]=4)[CH3:39])[CH:26]=3)=[C:15]([C:18]3[CH:23]=[CH:22][C:21]([F:24])=[CH:20][CH:19]=3)[NH:16][CH:17]=2)[CH2:9][CH2:8]1)=[O:6])[CH:2]=[CH2:3], predict the reactants needed to synthesize it. The reactants are: [CH2:1]([O:4][C:5]([N:7]1[CH2:12][CH:11]=[C:10]([C:13]2[C:14]([C:25]3[CH:30]=[CH:29][N:28]=[C:27](F)[CH:26]=3)=[C:15]([C:18]3[CH:23]=[CH:22][C:21]([F:24])=[CH:20][CH:19]=3)[NH:16][CH:17]=2)[CH2:9][CH2:8]1)=[O:6])[CH:2]=[CH2:3].[C:32]1([C@@H:38]([NH2:40])[CH3:39])[CH:37]=[CH:36][CH:35]=[CH:34][CH:33]=1.Cl.C(=O)([O-])O.[Na+]. (2) Given the product [Br:11][C:12]1[C:16]2[CH2:17][CH:18]3[CH:22]([C:15]=2[S:14][CH:13]=1)[CH2:21][N:20]([CH:23]([C:25]1[CH:30]=[CH:29][CH:28]=[CH:27][CH:26]=1)[CH3:24])[CH2:19]3, predict the reactants needed to synthesize it. The reactants are: C(NB)(C)(C)C.[Al+3].[Cl-].[Cl-].[Cl-].[Br:11][C:12]1[C:16]2[C:17](=O)[CH:18]3[CH:22]([C:15]=2[S:14][CH:13]=1)[CH2:21][N:20]([CH:23]([C:25]1[CH:30]=[CH:29][CH:28]=[CH:27][CH:26]=1)[CH3:24])[CH2:19]3.B.[Al+3].[Cl-].[Cl-].[Cl-]. (3) Given the product [Br:11][C:12]1[CH:13]=[CH:14][C:15]([NH:18][C:19]2[O:20][C:21]3[CH:27]=[CH:26][C:25]([Cl:28])=[CH:24][C:22]=3[N:23]=2)=[CH:16][CH:17]=1, predict the reactants needed to synthesize it. The reactants are: BrC1C=CC(N=C=S)=CC=1.[Br:11][C:12]1[CH:17]=[CH:16][C:15]([NH:18][C:19]2[O:20][C:21]3[CH:27]=[CH:26][C:25]([Cl:28])=[CH:24][C:22]=3[N:23]=2)=[CH:14][CH:13]=1.NC1C=C(Cl)C=CC=1O.O=O.[K+].O. (4) The reactants are: C([N:8]1[CH2:13][CH2:12][CH:11]([N:14]([CH3:35])[C:15](=[O:34])[CH2:16][O:17][C:18]2[N:23]=[C:22]([CH3:24])[C:21]([NH:25][C:26](=[O:32])[O:27][C:28]([CH3:31])([CH3:30])[CH3:29])=[C:20]([CH3:33])[N:19]=2)[CH2:10][CH2:9]1)C1C=CC=CC=1. Given the product [CH3:24][C:22]1[C:21]([NH:25][C:26](=[O:32])[O:27][C:28]([CH3:31])([CH3:29])[CH3:30])=[C:20]([CH3:33])[N:19]=[C:18]([O:17][CH2:16][C:15]([N:14]([CH3:35])[CH:11]2[CH2:10][CH2:9][NH:8][CH2:13][CH2:12]2)=[O:34])[N:23]=1, predict the reactants needed to synthesize it. (5) Given the product [CH2:1]([O:3][C:4](=[O:12])[C:5]1[CH:10]=[CH:9][C:8]([NH:11][C:13](=[O:23])[CH2:14][CH2:15][CH2:16][CH2:17][CH2:18][CH2:19][CH2:20][CH2:21][CH3:22])=[CH:7][CH:6]=1)[CH3:2], predict the reactants needed to synthesize it. The reactants are: [CH2:1]([O:3][C:4](=[O:12])[C:5]1[CH:10]=[CH:9][C:8]([NH2:11])=[CH:7][CH:6]=1)[CH3:2].[C:13](Cl)(=[O:23])[CH2:14][CH2:15][CH2:16][CH2:17][CH2:18][CH2:19][CH2:20][CH2:21][CH3:22].CCN(CC)CC. (6) Given the product [CH3:14][C:10]1[C:11]([CH3:13])=[CH:12][C:7]([C:35]2[CH2:40][CH2:39][N:38]([C:41]([O:43][C:44]([CH3:47])([CH3:46])[CH3:45])=[O:42])[CH2:37][CH:36]=2)=[C:8]([C:15](=[O:18])[CH2:16][CH3:17])[CH:9]=1, predict the reactants needed to synthesize it. The reactants are: FC(F)(F)S(O[C:7]1[CH:12]=[C:11]([CH3:13])[C:10]([CH3:14])=[CH:9][C:8]=1[C:15](=[O:18])[CH2:16][CH3:17])(=O)=O.C(=O)([O-])[O-].[Na+].[Na+].CC1(C)C(C)(C)OB([C:35]2[CH2:36][CH2:37][N:38]([C:41]([O:43][C:44]([CH3:47])([CH3:46])[CH3:45])=[O:42])[CH2:39][CH:40]=2)O1.